From a dataset of NCI-60 drug combinations with 297,098 pairs across 59 cell lines. Regression. Given two drug SMILES strings and cell line genomic features, predict the synergy score measuring deviation from expected non-interaction effect. (1) Drug 1: CS(=O)(=O)C1=CC(=C(C=C1)C(=O)NC2=CC(=C(C=C2)Cl)C3=CC=CC=N3)Cl. Drug 2: CN(C)C1=NC(=NC(=N1)N(C)C)N(C)C. Cell line: KM12. Synergy scores: CSS=10.7, Synergy_ZIP=-13.3, Synergy_Bliss=-19.1, Synergy_Loewe=-14.3, Synergy_HSA=-13.7. (2) Drug 1: CC1=C(C=C(C=C1)NC2=NC=CC(=N2)N(C)C3=CC4=NN(C(=C4C=C3)C)C)S(=O)(=O)N.Cl. Drug 2: CC1=C2C(C(=O)C3(C(CC4C(C3C(C(C2(C)C)(CC1OC(=O)C(C(C5=CC=CC=C5)NC(=O)C6=CC=CC=C6)O)O)OC(=O)C7=CC=CC=C7)(CO4)OC(=O)C)O)C)OC(=O)C. Cell line: ACHN. Synergy scores: CSS=29.8, Synergy_ZIP=0.428, Synergy_Bliss=7.28, Synergy_Loewe=8.58, Synergy_HSA=9.18.